This data is from Full USPTO retrosynthesis dataset with 1.9M reactions from patents (1976-2016). The task is: Predict the reactants needed to synthesize the given product. (1) Given the product [Cl:1][C:2]1[CH:3]=[C:4]([CH2:9][N:10]2[CH:14]=[C:13]([C:15]([OH:17])=[O:16])[CH:12]=[N:11]2)[CH:5]=[CH:6][C:7]=1[Cl:8], predict the reactants needed to synthesize it. The reactants are: [Cl:1][C:2]1[CH:3]=[C:4]([CH2:9][N:10]2[CH:14]=[C:13]([C:15]([O:17]CC)=[O:16])[CH:12]=[N:11]2)[CH:5]=[CH:6][C:7]=1[Cl:8].[OH-].[Na+]. (2) Given the product [I:1][C:2]1[CH:3]=[C:4]([CH:9]=[CH:10][C:11]([OH:13])=[O:12])[CH:5]=[CH:6][C:7]=1[OH:8].[CH2:14]([O:16][C:17](=[O:28])[C@H:18]([CH2:20][C:21]1[CH:22]=[CH:23][C:24]([OH:27])=[CH:25][CH:26]=1)[NH2:19])[CH3:15], predict the reactants needed to synthesize it. The reactants are: [I:1][C:2]1[CH:3]=[C:4]([CH:9]=[CH:10][C:11]([OH:13])=[O:12])[CH:5]=[CH:6][C:7]=1[OH:8].[CH2:14]([O:16][C:17](=[O:28])[C@H:18]([CH2:20][C:21]1[CH:26]=[CH:25][C:24]([OH:27])=[CH:23][CH:22]=1)[NH2:19])[CH3:15].CN1C(=O)CCC1.CCN=C=NCCCN(C)C.Cl. (3) Given the product [C:1]([O:5][C:6]([N:8]1[CH:14]([C:15](=[O:17])[NH:44][CH2:45][C:46]([C:48]2[CH:53]=[CH:52][C:51]([Br:54])=[CH:50][CH:49]=2)=[O:47])[CH2:13][C:10]2([CH2:11][CH2:12]2)[CH2:9]1)=[O:7])([CH3:2])([CH3:3])[CH3:4], predict the reactants needed to synthesize it. The reactants are: [C:1]([O:5][C:6]([N:8]1[CH:14]([C:15]([OH:17])=O)[CH2:13][C:10]2([CH2:12][CH2:11]2)[CH2:9]1)=[O:7])([CH3:4])([CH3:3])[CH3:2].CN(C(ON1N=NC2C=CC=NC1=2)=[N+](C)C)C.F[P-](F)(F)(F)(F)F.Cl.Cl.[NH2:44][CH2:45][C:46]([C:48]1[CH:53]=[CH:52][C:51]([Br:54])=[CH:50][CH:49]=1)=[O:47].CCN(C(C)C)C(C)C. (4) The reactants are: [O:1]=[C:2]1[CH:25]=[C:24]([CH:26]2[CH2:31][CH2:30][N:29](C(OC(C)(C)C)=O)[CH2:28][CH2:27]2)[N:5]2[N:6]=[C:7]3[C:12]([C:11]([C:13]4[CH:18]=[CH:17][CH:16]=[CH:15][C:14]=4[O:19][C:20]([F:23])([F:22])[F:21])=[CH:10][CH:9]=[CH:8]3)=[C:4]2[NH:3]1.[ClH:39]. Given the product [ClH:39].[NH:29]1[CH2:30][CH2:31][CH:26]([C:24]2[N:5]3[N:6]=[C:7]4[C:12]([C:11]([C:13]5[CH:18]=[CH:17][CH:16]=[CH:15][C:14]=5[O:19][C:20]([F:21])([F:22])[F:23])=[CH:10][CH:9]=[CH:8]4)=[C:4]3[NH:3][C:2](=[O:1])[CH:25]=2)[CH2:27][CH2:28]1, predict the reactants needed to synthesize it. (5) Given the product [Br:34][CH2:1][C:2]1[C:7]([F:8])=[CH:6][CH:5]=[CH:4][C:3]=1[N:9]1[C:13](=[O:14])[N:12]([CH3:15])[N:11]=[N:10]1, predict the reactants needed to synthesize it. The reactants are: [CH3:1][C:2]1[C:7]([F:8])=[CH:6][CH:5]=[CH:4][C:3]=1[N:9]1[C:13](=[O:14])[N:12]([CH3:15])[N:11]=[N:10]1.N(C1(C#N)CCCCC1)=NC1(C#N)CCCCC1.[Br:34]N1C(=O)CCC1=O.ClC1C=CC=CC=1. (6) The reactants are: [C:1]12([CH2:11][C:12](Cl)=[O:13])[CH2:10][CH:5]3[CH2:6][CH:7]([CH2:9][CH:3]([CH2:4]3)[CH2:2]1)[CH2:8]2.[NH2:15][N:16]1[C:24](=[O:25])[C:23]2[C:22]3[CH2:26][CH2:27][CH2:28][C:21]=3[S:20][C:19]=2[N:18]=[C:17]1[CH3:29]. Given the product [C:1]12([CH2:11][C:12]([NH:15][N:16]3[C:24](=[O:25])[C:23]4[C:22]5[CH2:26][CH2:27][CH2:28][C:21]=5[S:20][C:19]=4[N:18]=[C:17]3[CH3:29])=[O:13])[CH2:10][CH:5]3[CH2:6][CH:7]([CH2:9][CH:3]([CH2:4]3)[CH2:2]1)[CH2:8]2, predict the reactants needed to synthesize it. (7) Given the product [Cl:1][C:2]1[CH:7]=[C:6]([Cl:8])[CH:5]=[CH:4][C:3]=1[C:9]1[N:10]2[N:17]=[C:16]([CH3:18])[C:15]([N+:25]([O-:26])=[O:24])=[C:11]2[O:12][C:13]=1[CH3:14], predict the reactants needed to synthesize it. The reactants are: [Cl:1][C:2]1[CH:7]=[C:6]([Cl:8])[CH:5]=[CH:4][C:3]=1[C:9]1[N:10]2[N:17]=[C:16]([CH3:18])[CH:15]=[C:11]2[O:12][C:13]=1[CH3:14].F[B-](F)(F)F.[O:24]=[N+:25]=[O:26].CCOCC.